Dataset: NCI-60 drug combinations with 297,098 pairs across 59 cell lines. Task: Regression. Given two drug SMILES strings and cell line genomic features, predict the synergy score measuring deviation from expected non-interaction effect. (1) Drug 1: CCCS(=O)(=O)NC1=C(C(=C(C=C1)F)C(=O)C2=CNC3=C2C=C(C=N3)C4=CC=C(C=C4)Cl)F. Drug 2: C1=NC2=C(N1)C(=S)N=CN2. Cell line: OVCAR3. Synergy scores: CSS=14.9, Synergy_ZIP=-17.8, Synergy_Bliss=-30.0, Synergy_Loewe=-60.6, Synergy_HSA=-30.7. (2) Drug 1: C(=O)(N)NO. Drug 2: CCC1(CC2CC(C3=C(CCN(C2)C1)C4=CC=CC=C4N3)(C5=C(C=C6C(=C5)C78CCN9C7C(C=CC9)(C(C(C8N6C)(C(=O)OC)O)OC(=O)C)CC)OC)C(=O)OC)O.OS(=O)(=O)O. Cell line: HS 578T. Synergy scores: CSS=-0.0935, Synergy_ZIP=0.842, Synergy_Bliss=1.25, Synergy_Loewe=-0.750, Synergy_HSA=-0.623. (3) Drug 1: C1=C(C(=O)NC(=O)N1)F. Drug 2: CCC1(CC2CC(C3=C(CCN(C2)C1)C4=CC=CC=C4N3)(C5=C(C=C6C(=C5)C78CCN9C7C(C=CC9)(C(C(C8N6C=O)(C(=O)OC)O)OC(=O)C)CC)OC)C(=O)OC)O.OS(=O)(=O)O. Cell line: NCI-H460. Synergy scores: CSS=46.0, Synergy_ZIP=3.42, Synergy_Bliss=1.50, Synergy_Loewe=-0.191, Synergy_HSA=-0.153. (4) Drug 1: COC1=CC(=CC(=C1O)OC)C2C3C(COC3=O)C(C4=CC5=C(C=C24)OCO5)OC6C(C(C7C(O6)COC(O7)C8=CC=CS8)O)O. Drug 2: C(CN)CNCCSP(=O)(O)O. Cell line: CCRF-CEM. Synergy scores: CSS=53.3, Synergy_ZIP=-1.80, Synergy_Bliss=-1.84, Synergy_Loewe=-10.7, Synergy_HSA=0.993.